Dataset: Forward reaction prediction with 1.9M reactions from USPTO patents (1976-2016). Task: Predict the product of the given reaction. (1) Given the reactants [Cl:1][C:2]1[CH:7]=[CH:6][C:5]([C:8]2[N:9]=[C:10]([CH2:26][OH:27])[C:11]([C:21]([O:23][CH2:24][CH3:25])=[O:22])=[N:12][C:13]=2[C:14]2[CH:19]=[CH:18][C:17]([Cl:20])=[CH:16][CH:15]=2)=[CH:4][CH:3]=1.CC(OI1(OC(C)=O)(OC(C)=O)OC(=O)C2C=CC=CC1=2)=O, predict the reaction product. The product is: [Cl:1][C:2]1[CH:3]=[CH:4][C:5]([C:8]2[N:9]=[C:10]([CH:26]=[O:27])[C:11]([C:21]([O:23][CH2:24][CH3:25])=[O:22])=[N:12][C:13]=2[C:14]2[CH:19]=[CH:18][C:17]([Cl:20])=[CH:16][CH:15]=2)=[CH:6][CH:7]=1. (2) Given the reactants FC(F)(F)C(O)=O.[Si:8]([O:25][CH2:26][CH:27]1[CH2:30][N:29](C(OC(C)(C)C)=O)[CH2:28]1)([C:21]([CH3:24])([CH3:23])[CH3:22])([C:15]1[CH:20]=[CH:19][CH:18]=[CH:17][CH:16]=1)[C:9]1[CH:14]=[CH:13][CH:12]=[CH:11][CH:10]=1, predict the reaction product. The product is: [Si:8]([O:25][CH2:26][CH:27]1[CH2:30][NH:29][CH2:28]1)([C:21]([CH3:24])([CH3:22])[CH3:23])([C:9]1[CH:14]=[CH:13][CH:12]=[CH:11][CH:10]=1)[C:15]1[CH:16]=[CH:17][CH:18]=[CH:19][CH:20]=1. (3) Given the reactants [C:1]([C:5]1[CH:10]=[CH:9][C:8]([C:11](=O)[CH2:12][CH2:13][CH2:14][N:15]2[CH2:20][CH2:19][CH:18]([C:21]([OH:34])([C:28]3[CH:33]=[CH:32][CH:31]=[CH:30][CH:29]=3)[C:22]3[CH:27]=[CH:26][CH:25]=[CH:24][CH:23]=3)[CH2:17][CH2:16]2)=[CH:7][CH:6]=1)([CH3:4])([CH3:3])[CH3:2].C([O-])(=O)C.[NH4+].C([BH3-])#[N:42].[Na+], predict the reaction product. The product is: [NH2:42][CH:11]([C:8]1[CH:7]=[CH:6][C:5]([C:1]([CH3:2])([CH3:4])[CH3:3])=[CH:10][CH:9]=1)[CH2:12][CH2:13][CH2:14][N:15]1[CH2:20][CH2:19][CH:18]([C:21]([C:22]2[CH:27]=[CH:26][CH:25]=[CH:24][CH:23]=2)([C:28]2[CH:29]=[CH:30][CH:31]=[CH:32][CH:33]=2)[OH:34])[CH2:17][CH2:16]1.